This data is from Reaction yield outcomes from USPTO patents with 853,638 reactions. The task is: Predict the reaction yield, written as a fraction of the theoretical maximum amount of product (1.0 means a 100% yield; for example, 0.34 means a 34% yield). (1) The reactants are C([N:8]1[C:12]2=[C:13]([NH:28][S:29]([CH:32]3[CH2:34][CH2:33]3)(=[O:31])=[O:30])[C:14]([NH:19][C:20]3[CH:25]=[CH:24][C:23]([Br:26])=[CH:22][C:21]=3[F:27])=[C:15]([CH3:18])[C:16](=[O:17])[N:11]2[CH2:10][CH2:9]1)C1C=CC=CC=1.C(OC(=O)C)C. The catalyst is C(Cl)Cl. The product is [Br:26][C:23]1[CH:24]=[CH:25][C:20]([NH:19][C:14]2[C:13]([NH:28][S:29]([CH:32]3[CH2:34][CH2:33]3)(=[O:31])=[O:30])=[C:12]3[NH:8][CH2:9][CH2:10][N:11]3[C:16](=[O:17])[C:15]=2[CH3:18])=[C:21]([F:27])[CH:22]=1. The yield is 0.280. (2) The reactants are C(N(CC)CC)C.[CH:8]([C:10]1[C:18]2[C:13](=[CH:14][CH:15]=[CH:16][CH:17]=2)[N:12](C(OC(C)(C)C)=O)[CH:11]=1)=[O:9].[CH3:26][O:27][C:28]1[CH:29]=[C:30]([CH:41]=[CH:42][CH:43]=1)[N:31]=[CH:32][C:33]1[CH:38]=[CH:37][C:36]([O:39][CH3:40])=[CH:35][N:34]=1. The catalyst is [Cl-].C([N+]1C(C)=C(CCO)SC=1)C1C=CC=CC=1.C(O)C. The product is [NH:12]1[C:13]2[C:18](=[CH:17][CH:16]=[CH:15][CH:14]=2)[C:10]([C:8](=[O:9])[CH:32]([NH:31][C:30]2[CH:41]=[CH:42][CH:43]=[C:28]([O:27][CH3:26])[CH:29]=2)[C:33]2[CH:38]=[CH:37][C:36]([O:39][CH3:40])=[CH:35][N:34]=2)=[CH:11]1. The yield is 0.360. (3) The reactants are [CH3:1][O:2][C:3]1[CH:12]=[C:7]([C:8]([O:10][CH3:11])=[O:9])[C:6]([OH:13])=[CH:5][CH:4]=1.F[C:15]1[CH:20]=[CH:19][CH:18]=[CH:17][C:16]=1[N+:21]([O-:23])=[O:22].[CH3:24][O:25][C:26]1[CH:39]=[CH:38][C:29]([O:30][C:31]2[CH:37]=[CH:36][CH:35]=[CH:34][C:32]=2[NH2:33])=[C:28]([C:40]([O:42][CH3:43])=[O:41])[CH:27]=1.[NH2:44][C:45]1[S:46][CH:47]=[CH:48][N:49]=1. No catalyst specified. The yield is 0.520. The product is [CH3:1][O:2][C:3]1[CH:4]=[CH:5][C:6]([O:13][C:15]2[CH:20]=[CH:19][CH:18]=[CH:17][C:16]=2[N+:21]([O-:23])=[O:22])=[C:7]([C:8]([O:10][CH3:11])=[O:9])[CH:12]=1.[CH3:24][O:25][C:26]1[CH:39]=[CH:38][C:29]([O:30][C:31]2[CH:37]=[CH:36][CH:35]=[CH:34][C:32]=2[NH:33][C:6]([NH:44][C:45]2[S:46][CH:47]=[CH:48][N:49]=2)=[O:13])=[C:28]([C:40]([O:42][CH3:43])=[O:41])[CH:27]=1. (4) The reactants are Cl.[Cl:2][C:3]1[S:18][C:6]2[C:7]3([CH2:17][CH2:16][NH:15][CH2:14][CH2:13]3)[O:8][CH2:9][C:10]([F:12])([F:11])[C:5]=2[CH:4]=1.[Cl:19][C:20]1[C:21]([N:26]2[CH:30]=[C:29]([CH:31]=O)[C:28]([C:33]([O:35][CH2:36][CH3:37])=[O:34])=[N:27]2)=[N:22][CH:23]=[CH:24][CH:25]=1.CN1CCOCC1.C(O[BH-](OC(=O)C)OC(=O)C)(=O)C.[Na+]. The catalyst is ClCCCl. The product is [Cl:2][C:3]1[S:18][C:6]2[C:7]3([CH2:13][CH2:14][N:15]([CH2:31][C:29]4[C:28]([C:33]([O:35][CH2:36][CH3:37])=[O:34])=[N:27][N:26]([C:21]5[C:20]([Cl:19])=[CH:25][CH:24]=[CH:23][N:22]=5)[CH:30]=4)[CH2:16][CH2:17]3)[O:8][CH2:9][C:10]([F:12])([F:11])[C:5]=2[CH:4]=1. The yield is 0.670.